From a dataset of Full USPTO retrosynthesis dataset with 1.9M reactions from patents (1976-2016). Predict the reactants needed to synthesize the given product. (1) The reactants are: [C:1]([O:5][C:6]([N:8]1[CH2:14][CH2:13][CH2:12][N:11]2[C:15]([C:29]3[CH:34]=[CH:33][CH:32]=[CH:31][CH:30]=3)=[N:16][C:17]([C:18]([NH:20][C@@H:21]([C:25]([CH3:28])([CH3:27])[CH3:26])[C:22]([OH:24])=[O:23])=[O:19])=[C:10]2[CH2:9]1)=[O:7])([CH3:4])([CH3:3])[CH3:2].CN(C)CCCN=C=NCC.O.ON1C2C=CC=CC=2N=N1.O[NH:58][C:59](=[NH:61])[CH3:60]. Given the product [NH2:61]/[C:59](=[N:58]\[O:23][C:22](=[O:24])[C@@H:21]([NH:20][C:18]([C:17]1[N:16]=[C:15]([C:29]2[CH:30]=[CH:31][CH:32]=[CH:33][CH:34]=2)[N:11]2[CH2:12][CH2:13][CH2:14][N:8]([C:6]([O:5][C:1]([CH3:2])([CH3:3])[CH3:4])=[O:7])[CH2:9][C:10]=12)=[O:19])[C:25]([CH3:27])([CH3:28])[CH3:26])/[CH3:60], predict the reactants needed to synthesize it. (2) Given the product [C:23]([C:20]([C:16]1[CH:15]=[C:14]([CH:19]=[CH:18][CH:17]=1)[C:13]([NH:12][C:7]1[CH:8]=[CH:9][C:10]([CH3:11])=[C:5]([C:3](=[O:4])[CH2:2][S:54][C:41]([C:35]2[CH:40]=[CH:39][CH:38]=[CH:37][CH:36]=2)([C:48]2[CH:49]=[CH:50][CH:51]=[CH:52][CH:53]=2)[C:42]2[CH:43]=[CH:44][CH:45]=[CH:46][CH:47]=2)[CH:6]=1)=[O:25])([CH3:22])[CH3:21])#[N:24], predict the reactants needed to synthesize it. The reactants are: Br[CH2:2][C:3]([C:5]1[CH:6]=[C:7]([NH:12][C:13](=[O:25])[C:14]2[CH:19]=[CH:18][CH:17]=[C:16]([C:20]([C:23]#[N:24])([CH3:22])[CH3:21])[CH:15]=2)[CH:8]=[CH:9][C:10]=1[CH3:11])=[O:4].CCN(C(C)C)C(C)C.[C:35]1([C:41]([SH:54])([C:48]2[CH:53]=[CH:52][CH:51]=[CH:50][CH:49]=2)[C:42]2[CH:47]=[CH:46][CH:45]=[CH:44][CH:43]=2)[CH:40]=[CH:39][CH:38]=[CH:37][CH:36]=1. (3) Given the product [Cl:14][C:9]1[N:8]=[C:7]([NH:6][CH2:5][C:4]2[CH:3]=[C:2]([NH:1][C:32](=[O:33])[C:31]3[CH:35]=[CH:36][CH:37]=[C:29]([N+:26]([O-:28])=[O:27])[CH:30]=3)[CH:17]=[CH:16][CH:15]=2)[C:12]([Cl:13])=[CH:11][N:10]=1, predict the reactants needed to synthesize it. The reactants are: [NH2:1][C:2]1[CH:3]=[C:4]([CH:15]=[CH:16][CH:17]=1)[CH2:5][NH:6][C:7]1[C:12]([Cl:13])=[CH:11][N:10]=[C:9]([Cl:14])[N:8]=1.Cl.C(N(CC)CC)C.[N+:26]([C:29]1[CH:30]=[C:31]([CH:35]=[CH:36][CH:37]=1)[C:32](Cl)=[O:33])([O-:28])=[O:27].